From a dataset of Forward reaction prediction with 1.9M reactions from USPTO patents (1976-2016). Predict the product of the given reaction. (1) Given the reactants [N:1]1[CH:6]=[CH:5][CH:4]=[CH:3][C:2]=1[C:7]1[CH:15]=[CH:14][C:10]([C:11]([OH:13])=O)=[CH:9][CH:8]=1.C(N=C=NC1CCCCC1)C1C=CC=CC=1.ON1C2C=CC=CC=2N=N1.[CH3:42][C@H:43]1[CH2:48][N:47]([CH2:49][C:50]2[CH:55]=[CH:54][C:53]([NH:56][CH3:57])=[CH:52][CH:51]=2)[CH2:46][CH2:45][N:44]1[C:58]([O:60][C:61]([CH3:64])([CH3:63])[CH3:62])=[O:59], predict the reaction product. The product is: [CH3:42][C@H:43]1[CH2:48][N:47]([CH2:49][C:50]2[CH:55]=[CH:54][C:53]([N:56]([CH3:57])[C:11]([C:10]3[CH:9]=[CH:8][C:7]([C:2]4[CH:3]=[CH:4][CH:5]=[CH:6][N:1]=4)=[CH:15][CH:14]=3)=[O:13])=[CH:52][CH:51]=2)[CH2:46][CH2:45][N:44]1[C:58]([O:60][C:61]([CH3:62])([CH3:64])[CH3:63])=[O:59]. (2) Given the reactants Cl[C:2]1[C:3]2[C:4](=[CH:15][N:16](CC3C=CC(OC)=CC=3)[N:17]=2)[N:5]=[C:6]([CH:8]2[CH2:13][CH2:12][N:11]([CH3:14])[CH2:10][CH2:9]2)[N:7]=1.[CH3:27][O:28][C:29]1[CH:30]=[C:31]([CH:33]=[CH:34][C:35]=1[O:36][CH3:37])[NH2:32].Cl, predict the reaction product. The product is: [CH3:27][O:28][C:29]1[CH:30]=[C:31]([NH:32][C:2]2[C:3]3[NH:17][N:16]=[CH:15][C:4]=3[N:5]=[C:6]([CH:8]3[CH2:9][CH2:10][N:11]([CH3:14])[CH2:12][CH2:13]3)[N:7]=2)[CH:33]=[CH:34][C:35]=1[O:36][CH3:37].